This data is from Full USPTO retrosynthesis dataset with 1.9M reactions from patents (1976-2016). The task is: Predict the reactants needed to synthesize the given product. The reactants are: Br[C:2]1[C:3](=[O:10])[N:4]([CH3:9])[N:5]=[C:6]([Cl:8])[CH:7]=1.[CH3:11][C@H:12]1[CH2:17][O:16][CH2:15][CH2:14][NH:13]1.C(=O)([O-])[O-].[K+].[K+]. Given the product [Cl:8][C:6]1[CH:7]=[C:2]([N:13]2[CH2:14][CH2:15][O:16][CH2:17][C@@H:12]2[CH3:11])[C:3](=[O:10])[N:4]([CH3:9])[N:5]=1, predict the reactants needed to synthesize it.